From a dataset of Reaction yield outcomes from USPTO patents with 853,638 reactions. Predict the reaction yield, written as a fraction of the theoretical maximum amount of product (1.0 means a 100% yield; for example, 0.34 means a 34% yield). (1) The reactants are CC(C)=O.[CH3:5][N:6]1[C:10]([C:11]2[CH:16]=[C:15]([C@@H:17]([NH:21][C:22](=[O:28])[O:23][C:24]([CH3:27])([CH3:26])[CH3:25])[CH2:18][CH:19]=[CH2:20])[CH:14]=[CH:13][N:12]=2)=[C:9]([N+:29]([O-])=O)[CH:8]=[N:7]1.[NH4+].[Cl-]. The catalyst is [Zn].O. The product is [NH2:29][C:9]1[CH:8]=[N:7][N:6]([CH3:5])[C:10]=1[C:11]1[CH:16]=[C:15]([C@@H:17]([NH:21][C:22](=[O:28])[O:23][C:24]([CH3:26])([CH3:25])[CH3:27])[CH2:18][CH:19]=[CH2:20])[CH:14]=[CH:13][N:12]=1. The yield is 0.600. (2) The reactants are [NH:1]1[C:9]2[C:4](=[CH:5][CH:6]=[CH:7][N:8]=2)[CH:3]=[CH:2]1.P([O-])([O-])([O-])=O.[K+].[K+].[K+].Br[C:19]1[CH:20]=[N:21][CH:22]=[CH:23][CH:24]=1. The catalyst is [Cu](I)I.N[C@@H]1CCCC[C@H]1N.O1CCOCC1. The product is [N:21]1[CH:22]=[CH:23][CH:24]=[C:19]([N:1]2[C:9]3[C:4](=[CH:5][CH:6]=[CH:7][N:8]=3)[CH:3]=[CH:2]2)[CH:20]=1. The yield is 1.08. (3) The reactants are [CH2:1]([O:3][CH2:4][CH2:5][O:6][C:7]1[C:8]([CH:13]=O)=[N:9][CH:10]=[CH:11][CH:12]=1)[CH3:2].[CH2:15]([O:17][C:18]([C:20]1[NH:21][CH:22]=[CH:23][C:24]=1[NH2:25])=[O:19])[CH3:16]. No catalyst specified. The product is [CH2:15]([O:17][C:18]([C:20]1[NH:21][CH:22]=[CH:23][C:24]=1[NH:25][CH2:13][C:8]1[C:7]([O:6][CH2:5][CH2:4][O:3][CH2:1][CH3:2])=[CH:12][CH:11]=[CH:10][N:9]=1)=[O:19])[CH3:16]. The yield is 0.730. (4) The reactants are [OH:1][C:2]1[C:7]([C:8]2[S:9][CH:10]=[CH:11][CH:12]=2)=[N:6][N:5]([CH2:13][C:14]2([C:17]([F:20])([F:19])[F:18])[CH2:16][CH2:15]2)[C:4](=[O:21])[C:3]=1[C:22]1[NH:27][C:26]2[CH:28]=[CH:29][C:30](I)=[CH:31][C:25]=2[S:24](=[O:34])(=[O:33])[N:23]=1.[O-]P(OP(OP([O-])([O-])=O)([O-])=O)(=O)[O-].[K+].[K+].[K+].[K+].[K+].N(CC(O)=O)C.C[NH:60][S:61]([CH3:64])(=[O:63])=[O:62]. The catalyst is [Cu]I.CN(C=O)C. The product is [OH:1][C:2]1[C:7]([C:8]2[S:9][CH:10]=[CH:11][CH:12]=2)=[N:6][N:5]([CH2:13][C:14]2([C:17]([F:20])([F:19])[F:18])[CH2:16][CH2:15]2)[C:4](=[O:21])[C:3]=1[C:22]1[NH:27][C:26]2[CH:28]=[CH:29][C:30]([NH:60][S:61]([CH3:64])(=[O:63])=[O:62])=[CH:31][C:25]=2[S:24](=[O:34])(=[O:33])[N:23]=1. The yield is 0.170. (5) The product is [CH3:27][O:26][N:25]([CH3:24])[C:20]([C:5]1[C:6]2[O:10][C:9]([C:11]3[CH:12]=[CH:13][C:14]([O:17][CH3:18])=[CH:15][CH:16]=3)=[CH:8][C:7]=2[CH:19]=[C:3]([O:2][CH3:1])[CH:4]=1)=[O:21]. The yield is 0.740. The catalyst is CN(C1C=CN=CC=1)C.CN(C=O)C. The reactants are [CH3:1][O:2][C:3]1[CH:4]=[C:5]([C:20](O)=[O:21])[C:6]2[O:10][C:9]([C:11]3[CH:16]=[CH:15][C:14]([O:17][CH3:18])=[CH:13][CH:12]=3)=[CH:8][C:7]=2[CH:19]=1.Cl.[CH3:24][NH:25][O:26][CH3:27].CCN=C=NCCCN(C)C. (6) The reactants are [NH:1]1[C:5]2=[N:6][CH:7]=[CH:8][CH:9]=[C:4]2[C:3]([CH:10]=[C:11]2[O:15][C:14]([NH:16][C:17]3[CH:22]=[CH:21][CH:20]=[CH:19][CH:18]=3)=[C:13]([C:23]([O:25]CC)=[O:24])[C:12]2=[O:28])=[CH:2]1.[OH-].[K+].Cl. The catalyst is C(O)C.O1CCCC1. The product is [NH:1]1[C:5]2=[N:6][CH:7]=[CH:8][CH:9]=[C:4]2[C:3]([CH:10]=[C:11]2[O:15][C:14]([NH:16][C:17]3[CH:22]=[CH:21][CH:20]=[CH:19][CH:18]=3)=[C:13]([C:23]([OH:25])=[O:24])[C:12]2=[O:28])=[CH:2]1. The yield is 0.260.